This data is from Catalyst prediction with 721,799 reactions and 888 catalyst types from USPTO. The task is: Predict which catalyst facilitates the given reaction. (1) Reactant: [CH2:1]([NH:4][C:5](=[O:32])[NH:6][C:7]1[N:12]=[CH:11][C:10]([C:13]2[CH:18]=[CH:17][N:16]=[C:15]([C:19]([O:21][CH3:22])=O)[CH:14]=2)=[C:9]([C:23]2[S:24][CH:25]=[C:26]([C:28]([F:31])([F:30])[F:29])[N:27]=2)[CH:8]=1)[CH2:2][CH3:3].[OH2:33].[NH2:34][NH2:35]. Product: [OH:33][C:22]1[O:21][C:19]([C:15]2[CH:14]=[C:13]([C:10]3[CH:11]=[N:12][C:7]([NH:6][C:5]([NH:4][CH2:1][CH2:2][CH3:3])=[O:32])=[CH:8][C:9]=3[C:23]3[S:24][CH:25]=[C:26]([C:28]([F:31])([F:29])[F:30])[N:27]=3)[CH:18]=[CH:17][N:16]=2)=[N:35][N:34]=1. The catalyst class is: 8. (2) Reactant: [OH:1][C:2]1[CH:7]=[CH:6][C:5]([C:8]2[C:13]3[S:14][CH:15]=[CH:16][C:12]=3[C:11](=[O:17])[N:10]([CH:18]([CH3:20])[CH3:19])[N:9]=2)=[CH:4][CH:3]=1.C([O-])([O-])=O.[K+].[K+].Br[CH2:28][CH2:29][CH2:30][Cl:31].CN(C=O)C. Product: [Cl:31][CH2:30][CH2:29][CH2:28][O:1][C:2]1[CH:3]=[CH:4][C:5]([C:8]2[C:13]3[S:14][CH:15]=[CH:16][C:12]=3[C:11](=[O:17])[N:10]([CH:18]([CH3:20])[CH3:19])[N:9]=2)=[CH:6][CH:7]=1. The catalyst class is: 21. (3) Reactant: [CH3:1][O:2]/[C:3](=[CH:8]/[O:9]C)/[C:4](OC)=O.C(O)(=O)C.[CH:15]([NH2:17])=[NH:16].O.CC(O)=O. Product: [CH3:1][O:2][C:3]1[C:8]([OH:9])=[N:16][CH:15]=[N:17][CH:4]=1. The catalyst class is: 14. (4) Reactant: [C:1]([C:3]1[CH:8]=[C:7]([O:9][CH2:10][CH2:11][O:12][CH2:13][CH2:14][O:15][CH2:16][CH2:17][O:18][CH2:19][CH2:20][O:21][C:22]2[CH:27]=[C:26](/[N:28]=[CH:29]/[N:30](C)C)[C:25]([C:33]#[N:34])=[CH:24][C:23]=2[O:35][CH2:36][CH2:37][O:38][CH3:39])[C:6]([O:40][CH2:41][CH2:42][O:43][CH3:44])=[CH:5][C:4]=1/[N:45]=[CH:46]/[N:47](C)C)#[N:2].[C:50]([C:52]1[CH:53]=[C:54]([CH:56]=[CH:57][CH:58]=1)N)#[CH:51].[CH3:59][C:60](O)=O. Product: [C:50]([C:52]1[CH:53]=[C:54]([NH:2][C:1]2[C:3]3[C:4](=[CH:5][C:6]([O:40][CH2:41][CH2:42][O:43][CH3:44])=[C:7]([O:9][CH2:10][CH2:11][O:12][CH2:13][CH2:14][O:15][CH2:16][CH2:17][O:18][CH2:19][CH2:20][O:21][C:22]4[CH:27]=[C:26]5[C:25]([C:33]([NH:34][C:3]6[CH:8]=[CH:7][CH:6]=[C:5]([C:60]#[CH:59])[CH:4]=6)=[N:30][CH:29]=[N:28]5)=[CH:24][C:23]=4[O:35][CH2:36][CH2:37][O:38][CH3:39])[CH:8]=3)[N:45]=[CH:46][N:47]=2)[CH:56]=[CH:57][CH:58]=1)#[CH:51]. The catalyst class is: 28. (5) Reactant: [B:1]1([CH2:10][CH2:11][CH2:12][CH2:13][Br:14])OC2C(=CC=CC=2)O1.[OH:15][C:16]([C:19]([OH:22])([CH3:21])[CH3:20])([CH3:18])[CH3:17]. Product: [Br:14][CH2:13][CH2:12][CH2:11][CH2:10][B:1]1[O:22][C:19]([CH3:21])([CH3:20])[C:16]([CH3:18])([CH3:17])[O:15]1. The catalyst class is: 1. (6) Reactant: [CH2:1]([S:3](Cl)(=[O:5])=[O:4])[CH3:2].[Br:7][C:8]1[CH:9]=[C:10]([CH:12]=[CH:13][C:14]=1[O:15][CH2:16][CH:17]1[CH2:19][CH2:18]1)[NH2:11].N1C=CC=CC=1.Cl. Product: [Br:7][C:8]1[CH:9]=[C:10]([NH:11][S:3]([CH2:1][CH3:2])(=[O:5])=[O:4])[CH:12]=[CH:13][C:14]=1[O:15][CH2:16][CH:17]1[CH2:19][CH2:18]1. The catalyst class is: 2. (7) Reactant: CN(C)C=O.C(=O)([O-])[O-].[K+].[K+].I[C:13]1[C:18]([O:19][C:20]2[C:29]3[C:24](=[CH:25][C:26]([O:32][CH3:33])=[C:27]([O:30][CH3:31])[CH:28]=3)[N:23]=[CH:22][CH:21]=2)=[CH:17][CH:16]=[C:15]([CH3:34])[N:14]=1.[C:35]([C:38]1[CH:39]=[C:40](B(O)O)[CH:41]=[CH:42][CH:43]=1)(=[O:37])[CH3:36]. Product: [CH3:31][O:30][C:27]1[CH:28]=[C:29]2[C:24](=[CH:25][C:26]=1[O:32][CH3:33])[N:23]=[CH:22][CH:21]=[C:20]2[O:19][C:18]1[C:13]([C:42]2[CH:43]=[C:38]([C:35](=[O:37])[CH3:36])[CH:39]=[CH:40][CH:41]=2)=[N:14][C:15]([CH3:34])=[CH:16][CH:17]=1. The catalyst class is: 6. (8) Reactant: S(=O)(=O)(O)O.[O:6]1[CH:10]=[CH:9][CH:8]=[C:7]1[CH:11]=[CH:12][C:13](=[O:25])[C:14](=[CH:19][C:20]1[O:21][CH:22]=[CH:23][CH:24]=1)[CH2:15][C:16]([OH:18])=[O:17].[CH3:26][CH2:27]OC(C)=O.C(=O)(O)[O-].[Na+]. Product: [O:6]1[CH:10]=[CH:9][CH:8]=[C:7]1[CH:11]=[CH:12][C:13](=[O:25])[C:14](=[CH:19][C:20]1[O:21][CH:22]=[CH:23][CH:24]=1)[CH2:15][C:16]([O:18][CH2:26][CH3:27])=[O:17]. The catalyst class is: 8.